This data is from Peptide-MHC class I binding affinity with 185,985 pairs from IEDB/IMGT. The task is: Regression. Given a peptide amino acid sequence and an MHC pseudo amino acid sequence, predict their binding affinity value. This is MHC class I binding data. (1) The peptide sequence is RMFKRVFNM. The MHC is HLA-A31:01 with pseudo-sequence HLA-A31:01. The binding affinity (normalized) is 0.936. (2) The peptide sequence is LALITVSGLY. The MHC is HLA-A30:02 with pseudo-sequence HLA-A30:02. The binding affinity (normalized) is 0.847. (3) The peptide sequence is TQIQTRRSF. The MHC is HLA-A26:01 with pseudo-sequence HLA-A26:01. The binding affinity (normalized) is 0.0847. (4) The peptide sequence is AVYFKAKWLT. The MHC is HLA-A02:03 with pseudo-sequence HLA-A02:03. The binding affinity (normalized) is 0.159. (5) The peptide sequence is NQGNILMDSI. The MHC is HLA-A68:02 with pseudo-sequence HLA-A68:02. The binding affinity (normalized) is 0.0543. (6) The peptide sequence is ISRVNDLNR. The MHC is HLA-A31:01 with pseudo-sequence HLA-A31:01. The binding affinity (normalized) is 0.487. (7) The peptide sequence is CRAPRKKGC. The MHC is HLA-A24:02 with pseudo-sequence HLA-A24:02. The binding affinity (normalized) is 0. (8) The peptide sequence is SAEVVTLWY. The MHC is HLA-A02:01 with pseudo-sequence HLA-A02:01. The binding affinity (normalized) is 0.0847. (9) The peptide sequence is TTAQGTSMYP. The MHC is HLA-A02:01 with pseudo-sequence HLA-A02:01. The binding affinity (normalized) is 0. (10) The peptide sequence is RLAPEPVYT. The MHC is HLA-B15:01 with pseudo-sequence HLA-B15:01. The binding affinity (normalized) is 0.0847.